This data is from Catalyst prediction with 721,799 reactions and 888 catalyst types from USPTO. The task is: Predict which catalyst facilitates the given reaction. (1) Reactant: [CH:1]1([CH:7]([NH:18][C:19]2[CH:24]=[CH:23][C:22]([C:25]([NH:27][CH2:28][CH2:29][C:30]([O:32]CC)=[O:31])=[O:26])=[CH:21][CH:20]=2)[C:8]2[S:16][C:11]3=[CH:12][N:13]=[CH:14][CH:15]=[C:10]3[C:9]=2[CH3:17])[CH2:6][CH2:5][CH2:4][CH2:3][CH2:2]1.O1CCCC1.[OH-].[Na+]. Product: [CH:1]1([CH:7]([NH:18][C:19]2[CH:20]=[CH:21][C:22]([C:25]([NH:27][CH2:28][CH2:29][C:30]([OH:32])=[O:31])=[O:26])=[CH:23][CH:24]=2)[C:8]2[S:16][C:11]3=[CH:12][N:13]=[CH:14][CH:15]=[C:10]3[C:9]=2[CH3:17])[CH2:6][CH2:5][CH2:4][CH2:3][CH2:2]1. The catalyst class is: 8. (2) Reactant: [CH2:1]([C:5]1([C:28]2[CH:33]=[CH:32][CH:31]=[CH:30][CH:29]=2)[C:9]2[CH2:10][N:11]([C:14](=[O:26])/[CH:15]=[CH:16]/[C:17]3[CH:22]=[CH:21][CH:20]=[CH:19][C:18]=3[N+:23]([O-])=O)[CH2:12][CH2:13][C:8]=2[C:7](=[O:27])[O:6]1)[CH:2]([CH3:4])[CH3:3]. Product: [NH2:23][C:18]1[CH:19]=[CH:20][CH:21]=[CH:22][C:17]=1[CH2:16][CH2:15][C:14]([N:11]1[CH2:12][CH2:13][C:8]2[C:7](=[O:27])[O:6][C:5]([CH2:1][CH:2]([CH3:3])[CH3:4])([C:28]3[CH:29]=[CH:30][CH:31]=[CH:32][CH:33]=3)[C:9]=2[CH2:10]1)=[O:26]. The catalyst class is: 696. (3) Reactant: Cl[CH2:2][CH2:3][C:4]1[CH:9]=[CH:8][C:7]([N:10]2[C:14]3=[N:15][C:16]([CH3:20])=[CH:17][C:18]([CH3:19])=[C:13]3[N:12]=[C:11]2[CH2:21][CH3:22])=[CH:6][CH:5]=1.[CH3:23][NH2:24]. Product: [CH2:21]([C:11]1[N:10]([C:7]2[CH:8]=[CH:9][C:4]([CH2:3][CH2:2][NH:24][CH3:23])=[CH:5][CH:6]=2)[C:14]2=[N:15][C:16]([CH3:20])=[CH:17][C:18]([CH3:19])=[C:13]2[N:12]=1)[CH3:22]. The catalyst class is: 6. (4) Reactant: [OH:1][C:2]1[CH:7]=[C:6]([O:8][CH2:9][O:10][CH2:11][CH2:12][O:13][CH3:14])[CH:5]=[C:4]([O:15][CH2:16][O:17][CH2:18][CH2:19][O:20][CH3:21])[C:3]=1[C:22](=[O:24])[CH3:23].C(=O)([O-])[O-].[K+].[K+].[CH2:31](Br)[C:32]1[CH:37]=[CH:36][CH:35]=[CH:34][CH:33]=1. Product: [CH2:31]([O:1][C:2]1[CH:7]=[C:6]([O:8][CH2:9][O:10][CH2:11][CH2:12][O:13][CH3:14])[CH:5]=[C:4]([O:15][CH2:16][O:17][CH2:18][CH2:19][O:20][CH3:21])[C:3]=1[C:22](=[O:24])[CH3:23])[C:32]1[CH:37]=[CH:36][CH:35]=[CH:34][CH:33]=1. The catalyst class is: 39. (5) Reactant: [C:1]1([CH:7]=[CH:8][CH:9]=[CH:10][CH:11]=O)[CH:6]=[CH:5][CH:4]=[CH:3][CH:2]=1.[C:13]([OH:18])(=[O:17])[C:14]([CH3:16])=[O:15].[OH-].[K+:20]. Product: [O:15]=[C:14]([CH:16]=[CH:11][CH:10]=[CH:9][CH:8]=[CH:7][C:1]1[CH:2]=[CH:3][CH:4]=[CH:5][CH:6]=1)[C:13]([O-:18])=[O:17].[K+:20]. The catalyst class is: 5.